From a dataset of Full USPTO retrosynthesis dataset with 1.9M reactions from patents (1976-2016). Predict the reactants needed to synthesize the given product. (1) The reactants are: [CH3:1][N:2]([CH2:4][C:5]1[N:6]([C:10]2[CH:15]=[CH:14][C:13]([NH2:16])=[C:12]([F:17])[CH:11]=2)[CH:7]=[CH:8][N:9]=1)[CH3:3].[Cl:18][C:19]1[CH:20]=[C:21]([N:25]=[C:26]=[O:27])C=CC=1. Given the product [Cl:18][CH2:19][CH2:20][CH2:21][NH:25][C:26]([NH:16][C:13]1[CH:14]=[CH:15][C:10]([N:6]2[CH:7]=[CH:8][N:9]=[C:5]2[CH2:4][N:2]([CH3:1])[CH3:3])=[CH:11][C:12]=1[F:17])=[O:27], predict the reactants needed to synthesize it. (2) Given the product [CH2:1]([O:3][C:4]([CH:6]1[CH2:10][CH2:9][N:8]([C:16](=[O:17])[C:15]2[CH:19]=[CH:20][C:12]([F:11])=[CH:13][CH:14]=2)[CH2:7]1)=[O:5])[CH3:2], predict the reactants needed to synthesize it. The reactants are: [CH2:1]([O:3][C:4]([CH:6]1[CH2:10][CH2:9][NH:8][CH2:7]1)=[O:5])[CH3:2].[F:11][C:12]1[CH:20]=[CH:19][C:15]([C:16](Cl)=[O:17])=[CH:14][CH:13]=1. (3) Given the product [CH3:15][O:14][C:12]([C:3]1[CH:2]=[N:1][CH:6]=[C:5]([C:7]([OH:9])=[O:8])[CH:4]=1)=[O:13], predict the reactants needed to synthesize it. The reactants are: [N:1]1[CH:6]=[C:5]([C:7]([O:9]CC)=[O:8])[CH:4]=[C:3]([C:12]([O:14][CH2:15]C)=[O:13])[CH:2]=1.[OH-].[K+]. (4) Given the product [C:35]([OH:42])(=[O:41])/[CH:36]=[CH:37]/[C:38]([OH:40])=[O:39].[CH3:1][C@H:2]1[CH2:7][O:6][CH2:5][CH2:4][N:3]1[C:8]1[N:9]=[C:10]([N:28]2[CH2:33][CH2:32][O:31][CH2:30][C@@H:29]2[CH3:34])[C:11]2[CH:17]=[CH:16][C:15]([C:18]3[CH:19]=[CH:20][C:21]([O:26][CH3:27])=[C:22]([CH2:24][OH:25])[CH:23]=3)=[N:14][C:12]=2[N:13]=1, predict the reactants needed to synthesize it. The reactants are: [CH3:1][C@H:2]1[CH2:7][O:6][CH2:5][CH2:4][N:3]1[C:8]1[N:9]=[C:10]([N:28]2[CH2:33][CH2:32][O:31][CH2:30][C@@H:29]2[CH3:34])[C:11]2[CH:17]=[CH:16][C:15]([C:18]3[CH:19]=[CH:20][C:21]([O:26][CH3:27])=[C:22]([CH2:24][OH:25])[CH:23]=3)=[N:14][C:12]=2[N:13]=1.[C:35]([OH:42])(=[O:41])/[CH:36]=[CH:37]/[C:38]([OH:40])=[O:39]. (5) Given the product [O:42]=[C:43]1[CH2:47][CH2:46][CH2:45][N:44]1[CH2:48][CH2:49][O:50][C:51](=[O:72])[C@@:52]([CH2:70][OH:71])([CH3:69])[CH2:53][C@H:54]([NH:68][C:6]([C:4]1[NH:3][N:2]=[N:1][CH:5]=1)=[O:8])[CH2:55][C:56]1[CH:57]=[CH:58][C:59]([C:62]2[CH:63]=[CH:64][CH:65]=[CH:66][CH:67]=2)=[CH:60][CH:61]=1, predict the reactants needed to synthesize it. The reactants are: [NH:1]1[CH:5]=[C:4]([C:6]([OH:8])=O)[N:3]=[N:2]1.CCN(C(C)C)C(C)C.CN(C(ON1N=NC2C=CC=NC1=2)=[N+](C)C)C.F[P-](F)(F)(F)(F)F.[O:42]=[C:43]1[CH2:47][CH2:46][CH2:45][N:44]1[CH2:48][CH2:49][O:50][C:51](=[O:72])[C@@:52]([CH2:70][OH:71])([CH3:69])[CH2:53][C@H:54]([NH2:68])[CH2:55][C:56]1[CH:61]=[CH:60][C:59]([C:62]2[CH:67]=[CH:66][CH:65]=[CH:64][CH:63]=2)=[CH:58][CH:57]=1. (6) Given the product [CH3:6][N:7]1[C:8]2[C:13](=[CH:12][C:11]([N+:23]([O-:25])=[O:24])=[CH:10][N:9]=2)[CH:14]=[CH:15][C:16]1=[O:17], predict the reactants needed to synthesize it. The reactants are: C[O-].[Na+].CO.[CH3:6][NH:7][C:8]1[C:13]([CH:14]=[CH:15][C:16](OCCCC)=[O:17])=[CH:12][C:11]([N+:23]([O-:25])=[O:24])=[CH:10][N:9]=1. (7) The reactants are: C(=O)([O-])[O-].[K+].[K+].[Br:7][C:8]1[CH:13]=[CH:12][CH:11]=[CH:10][C:9]=1B(O)O.Br[C:18]1[CH:27]=[CH:26][C:25]2[C:20](=[CH:21][CH:22]=[CH:23][CH:24]=2)[CH:19]=1.N#N.C1(P(C2C=CC=CC=2)C2C=CC=CC=2)C=CC=CC=1. Given the product [Br:7][C:8]1[CH:13]=[CH:12][CH:11]=[CH:10][C:9]=1[C:18]1[CH:27]=[CH:26][C:25]2[C:20](=[CH:21][CH:22]=[CH:23][CH:24]=2)[CH:19]=1, predict the reactants needed to synthesize it. (8) Given the product [CH2:56]([O:55][C:50](=[O:54])[CH2:51][CH:52]1[S:37][C:25]([C:10]2[NH:11][C:12]3[C:8]([CH:9]=2)=[CH:7][C:6]([O:5][CH2:4][CH2:3][O:2][CH3:1])=[CH:14][C:13]=3[N:15]([CH3:24])[S:16]([C:19]2[S:20][CH:21]=[CH:22][CH:23]=2)(=[O:18])=[O:17])=[N:27][CH2:53]1)[CH3:57], predict the reactants needed to synthesize it. The reactants are: [CH3:1][O:2][CH2:3][CH2:4][O:5][C:6]1[CH:7]=[C:8]2[C:12](=[C:13]([N:15]([CH3:24])[S:16]([C:19]3[S:20][CH:21]=[CH:22][CH:23]=3)(=[O:18])=[O:17])[CH:14]=1)[NH:11][C:10]([C:25]([NH2:27])=O)=[CH:9]2.COC1C=CC(P2(SP(C3C=CC(OC)=CC=3)(=S)S2)=[S:37])=CC=1.[C:50]([O:55][CH2:56][CH3:57])(=[O:54])[C:51]#[C:52][CH3:53].C(P(CCCC)CCCC)CCC. (9) Given the product [F:1][C:2]1[CH:3]=[C:4]([CH:14]=[CH:15][CH:16]=1)[CH2:5][CH:6]1[CH2:13][N:12]2[CH:8]([CH2:9][CH2:10][CH2:11]2)[CH2:7]1, predict the reactants needed to synthesize it. The reactants are: [F:1][C:2]1[CH:3]=[C:4]([CH:14]=[CH:15][CH:16]=1)[CH:5]=[C:6]1[CH2:13][N:12]2[CH:8]([CH2:9][CH2:10][CH2:11]2)[CH2:7]1.